Dataset: Full USPTO retrosynthesis dataset with 1.9M reactions from patents (1976-2016). Task: Predict the reactants needed to synthesize the given product. (1) Given the product [Cl:17][C:11]1[CH:10]=[C:9]([C:6]2[CH:7]=[CH:8][N:4]([CH2:3][C@@H:2]([NH:1][C:28]([C:26]3[N:27]=[C:23]([CH2:22][N:20]([CH3:21])[CH3:19])[S:24][CH:25]=3)=[O:29])[CH3:18])[N:5]=2)[CH:16]=[CH:15][C:12]=1[C:13]#[N:14], predict the reactants needed to synthesize it. The reactants are: [NH2:1][C@@H:2]([CH3:18])[CH2:3][N:4]1[CH:8]=[CH:7][C:6]([C:9]2[CH:16]=[CH:15][C:12]([C:13]#[N:14])=[C:11]([Cl:17])[CH:10]=2)=[N:5]1.[CH3:19][N:20]([CH2:22][C:23]1[S:24][CH:25]=[C:26]([C:28](O)=[O:29])[N:27]=1)[CH3:21]. (2) Given the product [C:35]([NH:2][C@H:3]1[CH2:8][CH2:7][C@H:6]([NH:9][C:10]([C:12]2[C:16]3=[N:17][CH:18]=[CH:19][C:20]([C:21]4[CH:26]=[C:25]([O:27][CH3:28])[CH:24]=[CH:23][C:22]=4[O:29][CH2:30][CH:31]4[CH2:32][CH2:33]4)=[C:15]3[NH:14][C:13]=2[CH3:34])=[O:11])[CH2:5][CH2:4]1)(=[O:37])[CH3:36], predict the reactants needed to synthesize it. The reactants are: Cl.[NH2:2][C@H:3]1[CH2:8][CH2:7][C@H:6]([NH:9][C:10]([C:12]2[C:16]3=[N:17][CH:18]=[CH:19][C:20]([C:21]4[CH:26]=[C:25]([O:27][CH3:28])[CH:24]=[CH:23][C:22]=4[O:29][CH2:30][CH:31]4[CH2:33][CH2:32]4)=[C:15]3[NH:14][C:13]=2[CH3:34])=[O:11])[CH2:5][CH2:4]1.[C:35](Cl)(=[O:37])[CH3:36]. (3) The reactants are: [CH3:1]/[C:2](/[CH2:7][CH2:8][CH2:9][CH:10]([CH3:22])[CH2:11][CH2:12][CH2:13][CH:14]([CH3:21])[CH2:15][CH2:16][CH2:17][CH:18]([CH3:20])[CH3:19])=[CH:3]\[CH2:4][C:5]#N.[OH-:23].[Ba+2].[OH-:25]. Given the product [CH3:1]/[C:2](/[CH2:7][CH2:8][CH2:9][CH:10]([CH3:22])[CH2:11][CH2:12][CH2:13][CH:14]([CH3:21])[CH2:15][CH2:16][CH2:17][CH:18]([CH3:20])[CH3:19])=[CH:3]\[CH2:4][C:5]([OH:25])=[O:23], predict the reactants needed to synthesize it. (4) Given the product [CH3:37][O:36][C:32](=[O:35])[CH2:33][N:41]1[C:42]([CH:43]2[CH2:48][CH2:47][N:46]([C:49]([O:51][C:52]([CH3:55])([CH3:54])[CH3:53])=[O:50])[CH2:45][CH2:44]2)=[N:38][N:39]=[N:40]1, predict the reactants needed to synthesize it. The reactants are: C1(P(C2C=CC=CC=2)C2C=CC=CC=2)C=CC=CC=1.CCOC(/N=N/C(OCC)=O)=O.[C:32]([O:36][CH3:37])(=[O:35])[CH2:33]O.[NH:38]1[C:42]([CH:43]2[CH2:48][CH2:47][N:46]([C:49]([O:51][C:52]([CH3:55])([CH3:54])[CH3:53])=[O:50])[CH2:45][CH2:44]2)=[N:41][N:40]=[N:39]1. (5) Given the product [CH:30]1([N:21]2[CH2:22][C:23]([F:28])([F:29])[C:24](=[O:27])[N:25]([CH3:26])[C:19]3[CH:18]=[N:17][C:16]([NH:15][C:10]4[C:11]([O:13][CH3:14])=[CH:12][C:7]([C:6]([NH:5][CH:3]5[CH2:2][N:1]([CH:43]6[CH2:47][CH2:46][CH2:45][CH2:44]6)[CH2:4]5)=[O:37])=[C:8]([F:36])[CH:9]=4)=[N:35][C:20]2=3)[CH2:34][CH2:33][CH2:32][CH2:31]1, predict the reactants needed to synthesize it. The reactants are: [NH:1]1[CH2:4][CH:3]([NH:5][C:6](=[O:37])[C:7]2[CH:12]=[C:11]([O:13][CH3:14])[C:10]([NH:15][C:16]3[N:17]=[CH:18][C:19]4[N:25]([CH3:26])[C:24](=[O:27])[C:23]([F:29])([F:28])[CH2:22][N:21]([CH:30]5[CH2:34][CH2:33][CH2:32][CH2:31]5)[C:20]=4[N:35]=3)=[CH:9][C:8]=2[F:36])[CH2:2]1.C(Cl)Cl.CO.[C:43]1(=O)[CH2:47][CH2:46][CH2:45][CH2:44]1. (6) Given the product [Br:1][C:2]1[CH:9]=[CH:8][C:5]([CH2:6][S:16]([CH3:15])(=[O:18])=[O:17])=[CH:4][CH:3]=1, predict the reactants needed to synthesize it. The reactants are: [Br:1][C:2]1[CH:9]=[CH:8][C:5]([CH2:6]Br)=[CH:4][CH:3]=1.CN(C)C=O.[CH3:15][S:16]([O-:18])=[O:17].[Na+]. (7) Given the product [CH3:28][O:27][C:20]1[C:21]([O:25][CH3:26])=[CH:22][CH:23]=[CH:24][C:19]=1[C:18]1[C:12]2[O:11][CH:10]([CH2:8][NH:9][C:39](=[O:40])[O:41][CH2:42][C:43]3[CH:48]=[CH:47][CH:46]=[CH:45][CH:44]=3)[CH2:14][C:13]=2[CH:15]=[CH:16][CH:17]=1, predict the reactants needed to synthesize it. The reactants are: C([CH:8]([CH:10]1[CH2:14][C:13]2[CH:15]=[CH:16][CH:17]=[C:18]([C:19]3[CH:24]=[CH:23][CH:22]=[C:21]([O:25][CH3:26])[C:20]=3[O:27][CH3:28])[C:12]=2[O:11]1)[NH2:9])C1C=CC=CC=1.C(N(C(C)C)CC)(C)C.Cl[C:39]([O:41][CH2:42][C:43]1[CH:48]=[CH:47][CH:46]=[CH:45][CH:44]=1)=[O:40].